Dataset: Peptide-MHC class II binding affinity with 134,281 pairs from IEDB. Task: Regression. Given a peptide amino acid sequence and an MHC pseudo amino acid sequence, predict their binding affinity value. This is MHC class II binding data. (1) The peptide sequence is WEFVNTPPLVKLWYQ. The binding affinity (normalized) is 0.750. The MHC is DRB1_0701 with pseudo-sequence DRB1_0701. (2) The peptide sequence is VLAKSPDTTCSEIEE. The MHC is DRB1_1602 with pseudo-sequence DRB1_1602. The binding affinity (normalized) is 0.111. (3) The peptide sequence is WCYYAAAQKEVSGVK. The MHC is HLA-DQA10501-DQB10402 with pseudo-sequence HLA-DQA10501-DQB10402. The binding affinity (normalized) is 0.549. (4) The peptide sequence is RTFVATFGAASNKAF. The MHC is HLA-DPA10103-DPB10201 with pseudo-sequence HLA-DPA10103-DPB10201. The binding affinity (normalized) is 0.550.